The task is: Predict the reactants needed to synthesize the given product.. This data is from Full USPTO retrosynthesis dataset with 1.9M reactions from patents (1976-2016). (1) Given the product [CH3:1][C:2]1[C:6]([C:7]2[C:8]([O:27][CH3:28])=[CH:9][C:10]3[C:11]4[N:18]([CH:19]([C:21]5[CH:26]=[CH:25][CH:24]=[CH:23][N:22]=5)[CH3:20])[C:36]([CH2:37][O:58][CH3:59])=[N:17][C:12]=4[CH:13]=[N:14][C:15]=3[CH:16]=2)=[C:5]([CH3:29])[O:4][N:3]=1, predict the reactants needed to synthesize it. The reactants are: [CH3:1][C:2]1[C:6]([C:7]2[CH:16]=[C:15]3[C:10]([C:11]([NH:18][CH:19]([C:21]4[CH:26]=[CH:25][CH:24]=[CH:23][N:22]=4)[CH3:20])=[C:12]([NH2:17])[CH:13]=[N:14]3)=[CH:9][C:8]=2[O:27][CH3:28])=[C:5]([CH3:29])[O:4][N:3]=1.CC1C([C:36]2C=C3C(C(NCC4SC(C)=NC=4C)=C(C(N)=O)C=N3)=C[C:37]=2[O:58][CH3:59])=C(C)ON=1.COCC(O)=O.CN(C(ON1N=NC2C=CC=NC1=2)=[N+](C)C)C.F[P-](F)(F)(F)(F)F.C(N(CC)CC)C.C(=O)([O-])O.[Na+]. (2) Given the product [F:1][C:2]1[CH:3]=[C:4]([C:8]2[C:16]3[C:11](=[CH:12][CH:13]=[C:14]([CH2:17][OH:18])[CH:15]=3)[N:10]([C:21]([C:34]3[CH:35]=[CH:36][CH:37]=[CH:38][CH:39]=3)([C:28]3[CH:29]=[CH:30][CH:31]=[CH:32][CH:33]=3)[C:22]3[CH:27]=[CH:26][CH:25]=[CH:24][CH:23]=3)[N:9]=2)[CH:5]=[CH:6][CH:7]=1, predict the reactants needed to synthesize it. The reactants are: [F:1][C:2]1[CH:3]=[C:4]([C:8]2[C:16]3[C:11](=[CH:12][CH:13]=[C:14]([C:17](OC)=[O:18])[CH:15]=3)[N:10]([C:21]([C:34]3[CH:39]=[CH:38][CH:37]=[CH:36][CH:35]=3)([C:28]3[CH:33]=[CH:32][CH:31]=[CH:30][CH:29]=3)[C:22]3[CH:27]=[CH:26][CH:25]=[CH:24][CH:23]=3)[N:9]=2)[CH:5]=[CH:6][CH:7]=1.[H-].[Al+3].[Li+].[H-].[H-].[H-].S([O-])([O-])(=O)=O.[Na+].[Na+]. (3) Given the product [CH:27]([C:2]1[CH:3]=[C:4]2[C:8](=[CH:9][CH:10]=1)[NH:7][CH:6]=[C:5]2[C:11]#[N:12])=[O:28], predict the reactants needed to synthesize it. The reactants are: Br[C:2]1[CH:3]=[C:4]2[C:8](=[CH:9][CH:10]=1)[NH:7][CH:6]=[C:5]2[C:11]#[N:12].[H-].[Na+].C([Li])(CC)C.C1CCCCC1.Cl.[C:27](=O)(O)[O-:28].[Na+]. (4) Given the product [CH2:1]([O:8][N:9]1[C:15](=[O:16])[N:14]2[CH2:17][C@H:10]1[CH2:11][CH2:12][C@H:13]2[C:18]([NH:29][NH:28][C:26]([C:22]1[O:21][CH:25]=[CH:24][CH:23]=1)=[O:27])=[O:20])[C:2]1[CH:3]=[CH:4][CH:5]=[CH:6][CH:7]=1, predict the reactants needed to synthesize it. The reactants are: [CH2:1]([O:8][N:9]1[C:15](=[O:16])[N:14]2[CH2:17][C@H:10]1[CH2:11][CH2:12][C@H:13]2[C:18]([OH:20])=O)[C:2]1[CH:7]=[CH:6][CH:5]=[CH:4][CH:3]=1.[O:21]1[CH:25]=[CH:24][CH:23]=[C:22]1[C:26]([NH:28][NH2:29])=[O:27].